This data is from Reaction yield outcomes from USPTO patents with 853,638 reactions. The task is: Predict the reaction yield, written as a fraction of the theoretical maximum amount of product (1.0 means a 100% yield; for example, 0.34 means a 34% yield). (1) The reactants are [CH3:1][O:2][C:3]1[CH:4]=[C:5]([C:11]([C:13]2[C:22]3[O:21][C:20]([F:24])([F:23])[C:19]([F:26])([F:25])[O:18][C:17]=3[CH:16]=[CH:15][CH:14]=2)=O)[CH:6]=[C:7]([O:9][CH3:10])[CH:8]=1.C(OP([CH2:35][C:36]#[N:37])(=O)OCC)C.C[Si]([N-][Si](C)(C)C)(C)C.[Li+].O1C2C=CC(C(C3C=C(OC)C=C(OC)C=3)=CC#N)=CC=2OCC1. The catalyst is C1COCC1. The product is [CH3:1][O:2][C:3]1[CH:4]=[C:5]([C:11]([C:13]2[C:22]3[O:21][C:20]([F:24])([F:23])[C:19]([F:26])([F:25])[O:18][C:17]=3[CH:16]=[CH:15][CH:14]=2)=[CH:35][C:36]#[N:37])[CH:6]=[C:7]([O:9][CH3:10])[CH:8]=1. The yield is 0.940. (2) The reactants are [Cl:1][C:2]1[C:3]([CH3:9])=[C:4]([CH:6]=[CH:7][CH:8]=1)[NH2:5].[C:10](OC(=O)C)(=[O:12])[CH3:11]. No catalyst specified. The product is [Cl:1][C:2]1[C:3]([CH3:9])=[C:4]([NH:5][C:10](=[O:12])[CH3:11])[CH:6]=[CH:7][CH:8]=1. The yield is 1.00. (3) The catalyst is C(#N)C.O.O.O.[O-][Os]([O-])(=O)=O.[K+].[K+]. The reactants are [C:1]([O:5][C:6](=[O:8])[NH2:7])([CH3:4])([CH3:3])[CH3:2].[OH-].[Na+].Cl[O:12]C(C)(C)C.P([O-])([O-])([O-])=O.[F:22][C:23]1[CH:30]=[CH:29][C:26]([CH:27]=[CH2:28])=[CH:25][CH:24]=1. The yield is 0.570. The product is [C:1]([O:5][C:6](=[O:8])[NH:7][CH2:28][CH:27]([C:26]1[CH:29]=[CH:30][C:23]([F:22])=[CH:24][CH:25]=1)[OH:12])([CH3:4])([CH3:3])[CH3:2]. (4) The reactants are [NH2:1][C:2]1[CH:7]=[CH:6][C:5]([C:8]2[C:9]3[CH:23]=[CH:22][C:21]4[C:16](=[CH:17][CH:18]=[CH:19][CH:20]=4)[C:10]=3[NH:11][C:12](=[O:15])[CH2:13][N:14]=2)=[CH:4][CH:3]=1.[Cl:24][C:25]1[CH:33]=[CH:32][CH:31]=[C:30]([O:34][CH3:35])[C:26]=1[C:27](Cl)=[O:28].NC1C=CC(N2C(=O)CC(=O)NC3C(CC)=CC=CC2=3)=CC=1. No catalyst specified. The product is [Cl:24][C:25]1[CH:33]=[CH:32][CH:31]=[C:30]([O:34][CH3:35])[C:26]=1[C:27]([NH:1][C:2]1[CH:3]=[CH:4][C:5]([C:8]2[C:9]3[CH:23]=[CH:22][C:21]4[C:16](=[CH:17][CH:18]=[CH:19][CH:20]=4)[C:10]=3[NH:11][C:12](=[O:15])[CH2:13][N:14]=2)=[CH:6][CH:7]=1)=[O:28]. The yield is 0.540. (5) The reactants are OC1C(=O)NN=C(CCC2C=CC=CC=2)C=1.C([O:24][C:25]1[N:26]=[N:27][C:28](/[CH:39]=[CH:40]/[C:41]2[CH:46]=[CH:45][C:44]([C:47]([F:50])([F:49])[F:48])=[C:43]([F:51])[CH:42]=2)=[CH:29][C:30]=1[O:31]CC1C=CC=CC=1)C1C=CC=CC=1. The yield is 0.600. No catalyst specified. The product is [F:51][C:43]1[CH:42]=[C:41]([CH2:40][CH2:39][C:28]2[CH:29]=[C:30]([OH:31])[C:25](=[O:24])[NH:26][N:27]=2)[CH:46]=[CH:45][C:44]=1[C:47]([F:50])([F:48])[F:49].